This data is from Forward reaction prediction with 1.9M reactions from USPTO patents (1976-2016). The task is: Predict the product of the given reaction. (1) Given the reactants [C:1]([O:5][C:6](=[O:17])[NH:7][C:8]1[CH:13]=[C:12]([O:14][CH3:15])[CH:11]=[CH:10][C:9]=1[CH3:16])([CH3:4])([CH3:3])[CH3:2].[Li]C(CC)C.[CH:23](=[O:26])[CH2:24][CH3:25], predict the reaction product. The product is: [C:1]([O:5][C:6](=[O:17])[NH:7][C:8]1[CH:13]=[C:12]([O:14][CH3:15])[CH:11]=[CH:10][C:9]=1[CH2:16][CH:23]([OH:26])[CH2:24][CH3:25])([CH3:4])([CH3:3])[CH3:2]. (2) Given the reactants [F:1][C:2]1[CH:7]=[CH:6][C:5](B(O)O)=[CH:4][C:3]=1[CH3:11].[Cl:12][C:13]1[CH:14]=[C:15]([CH2:19][N:20]2[CH:24]=[CH:23][N:22]=[C:21]2[CH3:25])[N:16]=[N:17][CH:18]=1, predict the reaction product. The product is: [ClH:12].[F:1][C:2]1[CH:7]=[CH:6][C:5]([C:13]2[CH:14]=[C:15]([CH2:19][N:20]3[CH:24]=[CH:23][N:22]=[C:21]3[CH3:25])[N:16]=[N:17][CH:18]=2)=[CH:4][C:3]=1[CH3:11]. (3) The product is: [CH3:15][S:16]([O:7][CH:3]1[CH:4]([O:6][S:16]([CH3:15])(=[O:18])=[O:17])[CH2:5][O:1][CH2:2]1)(=[O:18])=[O:17]. Given the reactants [O:1]1[CH2:5][CH:4]([OH:6])[CH:3]([OH:7])[CH2:2]1.C(N(CC)CC)C.[CH3:15][S:16](Cl)(=[O:18])=[O:17], predict the reaction product. (4) The product is: [CH:10]1([CH2:13][C:14]([NH:8][C:7]2[C:2]([Cl:1])=[N:3][CH:4]=[N:5][C:6]=2[Cl:9])=[O:15])[CH2:12][CH2:11]1. Given the reactants [Cl:1][C:2]1[C:7]([NH2:8])=[C:6]([Cl:9])[N:5]=[CH:4][N:3]=1.[CH:10]1([CH2:13][C:14](Cl)=[O:15])[CH2:12][CH2:11]1.O1CCCC1, predict the reaction product.